From a dataset of Experimentally validated miRNA-target interactions with 360,000+ pairs, plus equal number of negative samples. Binary Classification. Given a miRNA mature sequence and a target amino acid sequence, predict their likelihood of interaction. (1) The miRNA is hsa-miR-1910-3p with sequence GAGGCAGAAGCAGGAUGACA. The protein sequence of the target gene is MRQKEVLAKSFQGPAAVCRTPNSHVYMFNNGSGDSGDSSEEESHQVVLRPRGKEHQKNSSQRPGAGTMVLLQRELAQEDSLNKLALQYGCKVADIKKANNFIREQDLYALKSIKIPVRNHGILTETHQELMPLGASSSETRVTLVDLPEDEDAGGATTQGNQLTDFFKGIDENIERAVHSDVFHGDSCCVEAPDQLLLPITQKPVADGADCGIQWWNAVFLMLLIGIVLPVFYLVYFKIQATGEPSNGLNATVVPNGSMTLSPVPGQAPRLAIPVPTLPASDSQVSPTTQAGA. Result: 0 (no interaction). (2) The miRNA is hsa-miR-3937 with sequence ACAGGCGGCUGUAGCAAUGGGGG. The protein sequence of the target gene is MGLELFLDLVSQPSRAVYIFAKKNGIPLELRTVDLVKGQHKSKEFLQINSLGKLPTLKDGDFILTESSAILIYLSCKYQTPDHWYPSDLQARARVHEYLGWHADCIRGTFGIPLWVQVLGPLIGVQVPEEKVERNRTAMDQALQWLEDKFLGDRPFLAGQQVTLADLMALEELMQPVALGYELFEGRPRLAAWRGRVEAFLGAELCQEAHSIILSILEQAAKKTLPTPSPEAYQAMLLRIARIP. Result: 0 (no interaction).